This data is from Forward reaction prediction with 1.9M reactions from USPTO patents (1976-2016). The task is: Predict the product of the given reaction. (1) Given the reactants Br[C:2]1[CH:3]=[C:4]2[C:9](=C[CH:11]=1)[N:8]=[CH:7][N:6]([C:12]1[CH:13]=[C:14]([NH:19][C:20](=[O:32])[C:21]3[CH:26]=[CH:25][CH:24]=[C:23]([C:27]([C:30]#[N:31])([CH3:29])[CH3:28])[CH:22]=3)[CH:15]=[CH:16][C:17]=1[CH3:18])C2=O.C(#N)C.C(N(CC)CC)C.[CH3:44][N:45]([CH3:49])[CH2:46][C:47]#[CH:48].CCO[C:53]([CH3:55])=[O:54], predict the reaction product. The product is: [C:30]([C:27]([C:23]1[CH:22]=[C:21]([CH:26]=[CH:25][CH:24]=1)[C:20]([NH:19][C:14]1[CH:15]=[CH:16][C:17]([CH3:18])=[C:12]([N:6]2[C:53](=[O:54])[C:55]3[C:9](=[CH:4][CH:3]=[C:2]([C:48]#[C:47][CH2:46][N:45]([CH3:49])[CH3:44])[CH:11]=3)[N:8]=[CH:7]2)[CH:13]=1)=[O:32])([CH3:28])[CH3:29])#[N:31]. (2) Given the reactants [CH3:1][O:2][C:3]1[CH:8]=[CH:7][C:6]([C:9]2[CH:13]=[C:12]([C:14]3[CH:19]=[CH:18][CH:17]=[CH:16][CH:15]=3)[NH:11][C:10]=2[C:20](O)=[O:21])=[CH:5][CH:4]=1.Cl.[NH2:24][CH2:25][C:26]1[CH:40]=[CH:39][C:29]([C:30]([NH:32][C:33]2[N:38]=[CH:37][CH:36]=[CH:35][N:34]=2)=[O:31])=[CH:28][CH:27]=1, predict the reaction product. The product is: [CH3:1][O:2][C:3]1[CH:8]=[CH:7][C:6]([C:9]2[CH:13]=[C:12]([C:14]3[CH:15]=[CH:16][CH:17]=[CH:18][CH:19]=3)[NH:11][C:10]=2[C:20]([NH:24][CH2:25][C:26]2[CH:40]=[CH:39][C:29]([C:30]([NH:32][C:33]3[N:34]=[CH:35][CH:36]=[CH:37][N:38]=3)=[O:31])=[CH:28][CH:27]=2)=[O:21])=[CH:5][CH:4]=1. (3) Given the reactants Cl.[CH3:2][N:3]([CH3:24])[CH:4]1[CH2:9][CH2:8][N:7]([C:10]([C:12]2[CH:13]=[C:14]3[C:18](=[CH:19][CH:20]=2)[NH:17][C:16]([C:21]([OH:23])=O)=[CH:15]3)=[O:11])[CH2:6][CH2:5]1.[F:25][B-](F)(F)F.N1(OC(N(C)C)=[N+](C)C)C2C=CC=CC=2N=N1.[F:47][C:48]1C=CC(N)=CC=1.C([N:58]([CH2:62][CH3:63])[CH:59]([CH3:61])C)(C)C, predict the reaction product. The product is: [F:25][C:48]1([F:47])[CH2:61][CH2:59][N:58]([C:21]([C:16]2[NH:17][C:18]3[C:14]([CH:15]=2)=[CH:13][C:12]([C:10]([N:7]2[CH2:8][CH2:9][CH:4]([N:3]([CH3:2])[CH3:24])[CH2:5][CH2:6]2)=[O:11])=[CH:20][CH:19]=3)=[O:23])[CH2:62][CH2:63]1.